This data is from Reaction yield outcomes from USPTO patents with 853,638 reactions. The task is: Predict the reaction yield, written as a fraction of the theoretical maximum amount of product (1.0 means a 100% yield; for example, 0.34 means a 34% yield). (1) The reactants are [CH3:1][N:2]([CH3:47])[C:3]([NH:5][C:6]1[CH:11]=[CH:10][C:9]([C:12]2[C:16]([C:17]3[CH:22]=[CH:21][N:20]=[C:19]4[NH:23][C:24]([C:26]5[CH:31]=[CH:30][CH:29]=[C:28]([CH2:32][N:33]([CH3:35])[CH3:34])[CH:27]=5)=[CH:25][C:18]=34)=[CH:15][N:14]([CH2:36][CH2:37][N:38](C)[C:39](=O)OC(C)(C)C)[N:13]=2)=[CH:8][CH:7]=1)=[O:4].C(O)(C(F)(F)F)=O. The catalyst is C(Cl)Cl. The product is [CH3:34][N:33]([CH2:32][C:28]1[CH:27]=[C:26]([C:24]2[NH:23][C:19]3=[N:20][CH:21]=[CH:22][C:17]([C:16]4[C:12]([C:9]5[CH:8]=[CH:7][C:6]([NH:5][C:3](=[O:4])[N:2]([CH3:47])[CH3:1])=[CH:11][CH:10]=5)=[N:13][N:14]([CH2:36][CH2:37][NH:38][CH3:39])[CH:15]=4)=[C:18]3[CH:25]=2)[CH:31]=[CH:30][CH:29]=1)[CH3:35]. The yield is 0.950. (2) The reactants are [Cl:1][C:2]1[N:10]=[C:9]([Cl:11])[CH:8]=[CH:7][C:3]=1[C:4]([OH:6])=[O:5].[C:12](OC(O[C:12]([CH3:15])([CH3:14])[CH3:13])N(C)C)([CH3:15])([CH3:14])[CH3:13]. The catalyst is C1(C)C=CC=CC=1. The product is [Cl:1][C:2]1[N:10]=[C:9]([Cl:11])[CH:8]=[CH:7][C:3]=1[C:4]([O:6][C:12]([CH3:15])([CH3:14])[CH3:13])=[O:5]. The yield is 0.880. (3) The reactants are Cl.[NH:2]([C:4]1[CH:9]=[CH:8][N:7]=[CH:6][CH:5]=1)[NH2:3].[CH3:10][C:11]([CH3:18])([CH3:17])[C:12](=O)[CH2:13][C:14]#[N:15]. No catalyst specified. The product is [C:11]([C:12]1[CH:13]=[C:14]([NH2:15])[N:2]([C:4]2[CH:9]=[CH:8][N:7]=[CH:6][CH:5]=2)[N:3]=1)([CH3:18])([CH3:17])[CH3:10]. The yield is 0.170. (4) The reactants are [CH3:1][O:2][C:3]([C:5]1[CH:6]=[C:7]([N:11]2[CH2:19][CH2:18][CH2:17][CH:13](C(O)=O)[CH2:12]2)[CH:8]=[CH:9][CH:10]=1)=[O:4].C1(P(N=[N+]=[N-])(C2C=CC=CC=2)=[O:27])C=CC=CC=1.C([N:39]([CH2:42]C)CC)C.[Cl:44][C:45]1[CH:50]=[CH:49][C:48]([C:51]2[S:52][C:53]([CH2:57][OH:58])=[C:54]([CH3:56])[N:55]=2)=[CH:47][CH:46]=1. The catalyst is C1C=CC=CC=1.O. The product is [Cl:44][C:45]1[CH:46]=[CH:47][C:48]([C:51]2[S:52][C:53]([CH2:57][O:58][C:42]([NH:39][CH:13]3[CH2:17][CH2:18][CH2:19][N:11]([C:7]4[CH:6]=[C:5]([CH:10]=[CH:9][CH:8]=4)[C:3]([O:2][CH3:1])=[O:4])[CH2:12]3)=[O:27])=[C:54]([CH3:56])[N:55]=2)=[CH:49][CH:50]=1. The yield is 0.520.